From a dataset of NCI-60 drug combinations with 297,098 pairs across 59 cell lines. Regression. Given two drug SMILES strings and cell line genomic features, predict the synergy score measuring deviation from expected non-interaction effect. (1) Drug 1: CC1=C(C=C(C=C1)NC(=O)C2=CC=C(C=C2)CN3CCN(CC3)C)NC4=NC=CC(=N4)C5=CN=CC=C5. Drug 2: C1=CN(C=N1)CC(O)(P(=O)(O)O)P(=O)(O)O. Cell line: BT-549. Synergy scores: CSS=-4.54, Synergy_ZIP=1.33, Synergy_Bliss=-2.41, Synergy_Loewe=-4.98, Synergy_HSA=-5.12. (2) Drug 1: COC1=C(C=C2C(=C1)N=CN=C2NC3=CC(=C(C=C3)F)Cl)OCCCN4CCOCC4. Drug 2: C1=CC(=CC=C1C#N)C(C2=CC=C(C=C2)C#N)N3C=NC=N3. Cell line: MDA-MB-231. Synergy scores: CSS=16.2, Synergy_ZIP=-0.717, Synergy_Bliss=1.64, Synergy_Loewe=1.09, Synergy_HSA=2.05. (3) Drug 1: CC(C1=C(C=CC(=C1Cl)F)Cl)OC2=C(N=CC(=C2)C3=CN(N=C3)C4CCNCC4)N. Drug 2: CC(C)(C#N)C1=CC(=CC(=C1)CN2C=NC=N2)C(C)(C)C#N. Cell line: K-562. Synergy scores: CSS=16.4, Synergy_ZIP=0.797, Synergy_Bliss=2.05, Synergy_Loewe=-19.6, Synergy_HSA=1.67. (4) Drug 1: CC1=C2C(C(=O)C3(C(CC4C(C3C(C(C2(C)C)(CC1OC(=O)C(C(C5=CC=CC=C5)NC(=O)C6=CC=CC=C6)O)O)OC(=O)C7=CC=CC=C7)(CO4)OC(=O)C)O)C)OC(=O)C. Drug 2: CN(CC1=CN=C2C(=N1)C(=NC(=N2)N)N)C3=CC=C(C=C3)C(=O)NC(CCC(=O)O)C(=O)O. Cell line: RPMI-8226. Synergy scores: CSS=39.9, Synergy_ZIP=3.01, Synergy_Bliss=2.34, Synergy_Loewe=-24.2, Synergy_HSA=-2.50. (5) Drug 1: C1=CC(=CC=C1CCC2=CNC3=C2C(=O)NC(=N3)N)C(=O)NC(CCC(=O)O)C(=O)O. Drug 2: CN1C2=C(C=C(C=C2)N(CCCl)CCCl)N=C1CCCC(=O)O.Cl. Cell line: MDA-MB-435. Synergy scores: CSS=7.13, Synergy_ZIP=-2.03, Synergy_Bliss=-0.451, Synergy_Loewe=-69.2, Synergy_HSA=-3.57. (6) Drug 1: CC1OCC2C(O1)C(C(C(O2)OC3C4COC(=O)C4C(C5=CC6=C(C=C35)OCO6)C7=CC(=C(C(=C7)OC)O)OC)O)O. Drug 2: CCC1(C2=C(COC1=O)C(=O)N3CC4=CC5=C(C=CC(=C5CN(C)C)O)N=C4C3=C2)O.Cl. Cell line: RPMI-8226. Synergy scores: CSS=51.1, Synergy_ZIP=-6.56, Synergy_Bliss=-6.62, Synergy_Loewe=-6.06, Synergy_HSA=-4.12.